Dataset: Forward reaction prediction with 1.9M reactions from USPTO patents (1976-2016). Task: Predict the product of the given reaction. (1) Given the reactants FC(F)(F)C(O)=O.C([O:12][CH2:13][C@H:14]([NH:21][C:22](=[O:44])[C:23]1[CH:28]=[CH:27][C:26]([O:29][CH3:30])=[C:25](/[CH:31]=[CH:32]/[C:33]2[CH:38]=[CH:37][C:36]([O:39][C:40]([F:43])([F:42])[F:41])=[CH:35][CH:34]=2)[CH:24]=1)[C:15](=[O:20])[NH:16][CH2:17][CH2:18][OH:19])(C)(C)C, predict the reaction product. The product is: [OH:12][CH2:13][C@H:14]([NH:21][C:22](=[O:44])[C:23]1[CH:28]=[CH:27][C:26]([O:29][CH3:30])=[C:25](/[CH:31]=[CH:32]/[C:33]2[CH:38]=[CH:37][C:36]([O:39][C:40]([F:42])([F:43])[F:41])=[CH:35][CH:34]=2)[CH:24]=1)[C:15](=[O:20])[NH:16][CH2:17][CH2:18][OH:19]. (2) The product is: [Cl:31][C:32]1[CH:39]=[CH:38][CH:37]=[CH:36][C:33]=1[CH2:34][N:10]1[C:11]2[C:7](=[CH:6][CH:5]=[CH:4][C:3]=2[CH2:1][CH3:2])[C:8](=[O:13])[C:9]1=[O:12]. Given the reactants [CH2:1]([C:3]1[CH:4]=[CH:5][CH:6]=[C:7]2[C:11]=1[NH:10][C:9](=[O:12])[C:8]2=[O:13])[CH3:2].CCN(P1(N(C)CCCN1)=NC(C)(C)C)CC.[Cl:31][C:32]1[CH:39]=[CH:38][CH:37]=[CH:36][C:33]=1[CH2:34]Br, predict the reaction product. (3) Given the reactants [NH2:1][C:2]1[CH:10]=[C:9]([O:11][CH3:12])[CH:8]=[C:7]([O:13][CH3:14])[C:3]=1[C:4]([NH2:6])=[O:5].[CH3:15][O:16][C:17]1[CH:18]=[CH:19][C:20]([CH:32]=O)=[N:21][C:22]=1[C:23]1[CH:28]=[CH:27][C:26]([S:29]([CH3:31])=[O:30])=[CH:25][CH:24]=1.OS([O-])=O.[Na+].O.C1(C)C=CC(S(O)(=O)=O)=CC=1, predict the reaction product. The product is: [CH3:14][O:13][C:7]1[CH:8]=[C:9]([O:11][CH3:12])[CH:10]=[C:2]2[C:3]=1[C:4](=[O:5])[NH:6][C:32]([C:20]1[CH:19]=[CH:18][C:17]([O:16][CH3:15])=[C:22]([C:23]3[CH:28]=[CH:27][C:26]([S:29]([CH3:31])=[O:30])=[CH:25][CH:24]=3)[N:21]=1)=[N:1]2. (4) The product is: [F:1][C:2]([F:30])([F:29])[C:31]([OH:35])=[O:32].[F:1][C:2]([F:30])([F:29])[C:3]1[CH:4]=[C:5]([CH:22]=[C:23]([C:25]([F:28])([F:27])[F:26])[CH:24]=1)[CH2:6][O:7][CH2:8][C:9]1([C:16]2[CH:21]=[CH:20][CH:19]=[CH:18][CH:17]=2)[CH2:14][CH2:13][CH2:12][CH:11]([NH:37][CH3:36])[CH2:10]1. Given the reactants [F:1][C:2]([F:30])([F:29])[C:3]1[CH:4]=[C:5]([CH:22]=[C:23]([C:25]([F:28])([F:27])[F:26])[CH:24]=1)[CH2:6][O:7][CH2:8][C:9]1([C:16]2[CH:21]=[CH:20][CH:19]=[CH:18][CH:17]=2)[CH2:14][CH2:13][CH2:12][C:11](=O)[CH2:10]1.[CH3:31][OH:32].[BH4-].[Na+].[OH2:35].[CH3:36][NH2:37], predict the reaction product. (5) The product is: [CH3:36][C:30]([C:2]1[CH:7]=[CH:6][CH:5]=[C:4]([F:8])[C:3]=1[F:9])([CH2:35][CH3:34])[C:31]#[N:15].[CH3:36][C:30]([C:3]1[C:4]([F:8])=[CH:5][CH:6]=[CH:7][C:2]=1[F:1])([CH2:35][CH3:34])[C:31]#[N:15]. Given the reactants [F:1][C:2]1[CH:7]=[CH:6][CH:5]=[C:4]([F:8])[C:3]=1[F:9].[K].C[Si]([N-:15][Si](C)(C)C)(C)C.CCOCC.OS(O)(=O)=O.[C:30]1([CH3:36])[CH:35]=[CH:34]C=C[CH:31]=1, predict the reaction product. (6) Given the reactants [NH2:1][C:2]1[CH:7]=[CH:6][CH:5]=[CH:4][C:3]=1[NH:8][C:9](=[O:28])[C:10]1[CH:15]=[CH:14][C:13]([CH2:16][N:17]2[CH2:25][C:24]3[C:19](=[CH:20][CH:21]=[CH:22][C:23]=3Br)[C:18]2=[O:27])=[CH:12][CH:11]=1.[NH2:29][C:30]1[CH:31]=[C:32](B(O)O)[CH:33]=[CH:34][CH:35]=1, predict the reaction product. The product is: [NH2:1][C:2]1[CH:7]=[CH:6][CH:5]=[CH:4][C:3]=1[NH:8][C:9](=[O:28])[C:10]1[CH:15]=[CH:14][C:13]([CH2:16][N:17]2[CH2:25][C:24]3[C:19](=[CH:20][CH:21]=[CH:22][C:23]=3[C:34]3[CH:33]=[CH:32][CH:31]=[C:30]([NH2:29])[CH:35]=3)[C:18]2=[O:27])=[CH:12][CH:11]=1. (7) Given the reactants COC(/C=C/[C:7]1[CH:12]=[C:11](O)[C:10]2[O:14][CH:15](C3C=CC(O)=C(O)C=3)[CH:16](C(OC)=O)[C:9]=2[CH:8]=1)=O.C(C1C(=O)C(Cl)=C(Cl)C(=O)C=1C#N)#N, predict the reaction product. The product is: [O:14]1[C:10]2[CH:11]=[CH:12][CH:7]=[CH:8][C:9]=2[CH:16]=[CH:15]1. (8) Given the reactants C[Si](C)(C)[C:3]1[S:4][CH:5]=[CH:6][N:7]=1.Cl[C:11]([O:13][CH2:14][CH3:15])=[O:12].C(=O)([O-])[O-].[Na+].[Na+], predict the reaction product. The product is: [CH2:14]([O:13][C:11]([C:3]1[S:4][CH:5]=[CH:6][N:7]=1)=[O:12])[CH3:15].